Predict the reactants needed to synthesize the given product. From a dataset of Full USPTO retrosynthesis dataset with 1.9M reactions from patents (1976-2016). Given the product [O:22]1[CH2:23][CH2:24][CH:19]([CH2:18][NH:17][C:2]2[N:7]=[CH:6][N:5]=[C:4]([NH:8][C:9]3[N:10]=[CH:11][C:12]([C:15]#[N:16])=[N:13][CH:14]=3)[CH:3]=2)[CH2:20][CH2:21]1, predict the reactants needed to synthesize it. The reactants are: Cl[C:2]1[N:7]=[CH:6][N:5]=[C:4]([NH:8][C:9]2[N:10]=[CH:11][C:12]([C:15]#[N:16])=[N:13][CH:14]=2)[CH:3]=1.[NH2:17][CH2:18][CH:19]1[CH2:24][CH2:23][O:22][CH2:21][CH2:20]1.C(N(CC)CC)C.